Dataset: Forward reaction prediction with 1.9M reactions from USPTO patents (1976-2016). Task: Predict the product of the given reaction. (1) Given the reactants [F:1][C:2]1[CH:3]=[C:4]2[C:8](=[CH:9][CH:10]=1)[NH:7][C:6](=[O:11])[CH2:5]2.[Li+].C[Si]([N-][Si](C)(C)C)(C)C.C1COCC1.[OH:27][CH2:28][CH2:29][CH2:30][C:31]1[CH:39]=[C:38]2[C:34]([CH2:35][O:36][C:37]2=O)=[CH:33][CH:32]=1, predict the reaction product. The product is: [F:1][C:2]1[CH:3]=[C:4]2[C:8](=[CH:9][CH:10]=1)[NH:7][C:6](=[O:11])[C:5]2=[C:37]1[C:38]2[C:34](=[CH:33][CH:32]=[C:31]([CH2:30][CH2:29][CH2:28][OH:27])[CH:39]=2)[CH2:35][O:36]1. (2) Given the reactants C[O:2][C:3]1[CH:8]=[C:7]([C:9]2[CH:14]=[CH:13][N:12]=[CH:11][CH:10]=2)[N:6]=[C:5](S(C)(=O)=O)[N:4]=1.[CH3:19][O:20][C:21]1[CH:22]=[C:23]([CH:25]=[CH:26][CH:27]=1)[NH2:24], predict the reaction product. The product is: [CH3:19][O:20][C:21]1[CH:22]=[C:23]([NH:24][C:5]2[NH:6][C:7]([C:9]3[CH:14]=[CH:13][N:12]=[CH:11][CH:10]=3)=[CH:8][C:3](=[O:2])[N:4]=2)[CH:25]=[CH:26][CH:27]=1. (3) Given the reactants [CH2:1]([CH:8]1[CH2:12][CH2:11][N:10]([S:13]([C:16](=[CH:19]OCC)[C:17]#[N:18])(=O)=[O:14])[CH2:9]1)[C:2]1[CH:7]=[CH:6][CH:5]=[CH:4][CH:3]=1.[OH2:23].[NH2:24][NH2:25], predict the reaction product. The product is: [CH2:1]([CH:8]1[CH2:12][CH2:11][N:10]([S:13]([C:16]2[CH:19]=[N:25][NH:24][C:17]=2[NH2:18])(=[O:14])=[O:23])[CH2:9]1)[C:2]1[CH:7]=[CH:6][CH:5]=[CH:4][CH:3]=1. (4) Given the reactants [Br:1][Si](C)(C)C.[CH2:6]([O:8][C:9](=[O:18])[CH2:10][C:11]1[CH:12]=[N:13][C:14](Cl)=[N:15][CH:16]=1)[CH3:7].C(OCC)C.[OH-].[Na+], predict the reaction product. The product is: [CH2:6]([O:8][C:9](=[O:18])[CH2:10][C:11]1[CH:12]=[N:13][C:14]([Br:1])=[N:15][CH:16]=1)[CH3:7]. (5) Given the reactants [N:1]1[CH:6]=[CH:5][CH:4]=[CH:3][C:2]=1[C:7]([O:9]CC)=O.[NH2:12][NH2:13].C(OCC)C, predict the reaction product. The product is: [N:1]1[CH:6]=[CH:5][CH:4]=[CH:3][C:2]=1[C:7]([NH:12][NH2:13])=[O:9]. (6) Given the reactants [CH3:1][S:2]([C:5]1[CH:6]=[CH:7][C:8]([N:11]2[CH2:15][CH2:14][C:13]3([CH2:20][CH2:19][NH:18][CH2:17][CH2:16]3)[CH2:12]2)=[N:9][CH:10]=1)(=[O:4])=[O:3].[CH3:21][C:22]1[C:30]([C@H:31]2[CH2:33][O:32]2)=[CH:29][CH:28]=[C:27]2[C:23]=1[CH2:24][O:25][C:26]2=[O:34], predict the reaction product. The product is: [OH:32][C@@H:31]([C:30]1[C:22]([CH3:21])=[C:23]2[C:27](=[CH:28][CH:29]=1)[C:26](=[O:34])[O:25][CH2:24]2)[CH2:33][N:18]1[CH2:19][CH2:20][C:13]2([CH2:12][N:11]([C:8]3[CH:7]=[CH:6][C:5]([S:2]([CH3:1])(=[O:3])=[O:4])=[CH:10][N:9]=3)[CH2:15][CH2:14]2)[CH2:16][CH2:17]1. (7) Given the reactants Cl.[CH3:2][C:3]1[CH:8]=[CH:7][C:6]([NH:9]N)=[CH:5][CH:4]=1.Br.Br[CH2:13][CH2:14][N:15]1[CH2:19][CH2:18][CH2:17][CH2:16]1.C(N(CC)CC)C.Cl.[CH3:28][N:29]1[CH2:34][CH2:33][C:32](=O)[CH2:31][CH2:30]1, predict the reaction product. The product is: [CH3:28][N:29]1[CH2:34][CH2:33][C:32]2[N:9]([CH2:13][CH2:14][N:15]3[CH2:19][CH2:18][CH2:17][CH2:16]3)[C:6]3[CH:5]=[CH:4][C:3]([CH3:2])=[CH:8][C:7]=3[C:31]=2[CH2:30]1.